Dataset: NCI-60 drug combinations with 297,098 pairs across 59 cell lines. Task: Regression. Given two drug SMILES strings and cell line genomic features, predict the synergy score measuring deviation from expected non-interaction effect. Synergy scores: CSS=3.67, Synergy_ZIP=5.50, Synergy_Bliss=11.4, Synergy_Loewe=4.81, Synergy_HSA=5.82. Drug 2: N.N.Cl[Pt+2]Cl. Drug 1: CC12CCC(CC1=CCC3C2CCC4(C3CC=C4C5=CN=CC=C5)C)O. Cell line: HL-60(TB).